From a dataset of Forward reaction prediction with 1.9M reactions from USPTO patents (1976-2016). Predict the product of the given reaction. Given the reactants [C:1]1([Mg]Br)[CH:6]=[CH:5][CH:4]=[CH:3][CH:2]=1.[CH3:9][S:10]([N:13]1[CH2:18][CH2:17][CH:16]([CH2:19][CH:20]=[CH:21][N:22]2[C@H:26]([C:27]3[CH:32]=[CH:31][CH:30]=[CH:29][CH:28]=3)[C@H:25]([CH3:33])[N:24]([CH3:34])[C:23]2=[O:35])[CH2:15][CH2:14]1)(=[O:12])=[O:11].[O-:36]S(C(F)(F)F)(=O)=O.C([B+]CCCC)CCC, predict the reaction product. The product is: [C:1]1([CH:19]([CH:16]2[CH2:17][CH2:18][N:13]([S:10]([CH3:9])(=[O:11])=[O:12])[CH2:14][CH2:15]2)[CH2:20][C:21]([N:22]2[C@H:26]([C:27]3[CH:28]=[CH:29][CH:30]=[CH:31][CH:32]=3)[C@H:25]([CH3:33])[N:24]([CH3:34])[C:23]2=[O:35])=[O:36])[CH:6]=[CH:5][CH:4]=[CH:3][CH:2]=1.